From a dataset of Retrosynthesis with 50K atom-mapped reactions and 10 reaction types from USPTO. Predict the reactants needed to synthesize the given product. Given the product Cn1c(C2CCCC2)nc(C(=O)O)c(OCc2ccccc2)c1=O, predict the reactants needed to synthesize it. The reactants are: CCOC(=O)c1nc(C2CCCC2)n(C)c(=O)c1OCc1ccccc1.